This data is from Forward reaction prediction with 1.9M reactions from USPTO patents (1976-2016). The task is: Predict the product of the given reaction. (1) The product is: [ClH:28].[ClH:28].[N:17]1([C@H:7]2[CH2:6][C@@H:5]([CH2:3][OH:2])[NH:9][CH2:8]2)[CH2:18][CH2:19][CH2:20][CH2:21]1. Given the reactants C[O:2][C:3]([CH:5]1[N:9](C(OC(C)(C)C)=O)[CH2:8][CH:7]([N:17]2[CH2:21][CH2:20][CH2:19][CH2:18]2)[CH2:6]1)=O.[H-].[Al+3].[Li+].[H-].[H-].[H-].[ClH:28], predict the reaction product. (2) The product is: [CH2:8]([C:6]1[CH:5]=[CH:4][C:3]([F:10])=[C:2]([C:11]2[CH:16]=[CH:15][CH:14]=[CH:13][CH:12]=2)[CH:7]=1)[CH3:9]. Given the reactants Br[C:2]1[CH:7]=[C:6]([CH2:8][CH3:9])[CH:5]=[CH:4][C:3]=1[F:10].[C:11]1(B(O)O)[CH:16]=[CH:15][CH:14]=[CH:13][CH:12]=1.C([O-])([O-])=O.[Na+].[Na+], predict the reaction product. (3) The product is: [OH:4][C:5]1[CH:6]=[C:7]([CH:8]=[CH:9][CH:10]=1)[C:11]([NH:13][C:14]1[CH:15]=[CH:16][C:17]([C:20]([F:21])([F:22])[F:23])=[CH:18][CH:19]=1)=[O:12]. Given the reactants C([O:4][C:5]1[CH:10]=[CH:9][CH:8]=[C:7]([C:11]([NH:13][C:14]2[CH:19]=[CH:18][C:17]([C:20]([F:23])([F:22])[F:21])=[CH:16][CH:15]=2)=[O:12])[CH:6]=1)(=O)C.O1CCCC1.[OH-].[Na+], predict the reaction product. (4) Given the reactants [C:1]([C:3]1[CH:8]=[CH:7][CH:6]=[CH:5][C:4]=1[N:9]([CH2:14][CH2:15][O:16][CH:17]1[CH2:22][CH2:21][CH2:20][CH2:19][O:18]1)[S:10]([CH3:13])(=[O:12])=[O:11])#[N:2].[BH4-].[Na+], predict the reaction product. The product is: [NH2:2][CH2:1][C:3]1[CH:8]=[CH:7][CH:6]=[CH:5][C:4]=1[N:9]([CH2:14][CH2:15][O:16][CH:17]1[CH2:22][CH2:21][CH2:20][CH2:19][O:18]1)[S:10]([CH3:13])(=[O:12])=[O:11]. (5) Given the reactants Br[C:2]1[CH:3]=[CH:4][C:5]([O:9][C:10]2[CH:15]=[CH:14][C:13]([CH3:16])=[CH:12][C:11]=2[OH:17])=[C:6]([OH:8])[CH:7]=1.[S:18]1[CH:22]=[CH:21][CH:20]=[C:19]1B(O)O.C(=O)([O-])[O-].[Na+].[Na+].C1(C)C=CC=CC=1, predict the reaction product. The product is: [OH:17][C:11]1[CH:12]=[C:13]([CH3:16])[CH:14]=[CH:15][C:10]=1[O:9][C:5]1[CH:4]=[CH:3][C:2]([C:19]2[S:18][CH:22]=[CH:21][CH:20]=2)=[CH:7][C:6]=1[OH:8].